This data is from Reaction yield outcomes from USPTO patents with 853,638 reactions. The task is: Predict the reaction yield, written as a fraction of the theoretical maximum amount of product (1.0 means a 100% yield; for example, 0.34 means a 34% yield). (1) The reactants are [N:1]1[CH:6]=[CH:5][CH:4]=[C:3]([O:7][C:8]2[N:15]=[CH:14][CH:13]=[CH:12][C:9]=2[C:10]#[N:11])[CH:2]=1. The catalyst is N.CO.[Ni]. The product is [N:1]1[CH:6]=[CH:5][CH:4]=[C:3]([O:7][C:8]2[C:9]([CH2:10][NH2:11])=[CH:12][CH:13]=[CH:14][N:15]=2)[CH:2]=1. The yield is 0.880. (2) The reactants are [CH3:1][C:2]([CH3:9])([CH2:7][OH:8])[C:3]([O:5][CH3:6])=[O:4].N1C=CN=C1.Cl[Si:16]([CH:23]([CH3:25])[CH3:24])([CH:20]([CH3:22])[CH3:21])[CH:17]([CH3:19])[CH3:18]. The catalyst is C1COCC1.CN(C=O)C. The product is [CH3:6][O:5][C:3](=[O:4])[C:2]([CH3:9])([CH3:1])[CH2:7][O:8][Si:16]([CH:23]([CH3:25])[CH3:24])([CH:20]([CH3:22])[CH3:21])[CH:17]([CH3:19])[CH3:18]. The yield is 0.790. (3) The reactants are [NH2:1][C:2]1[CH:7]=[CH:6][CH:5]=[CH:4][C:3]=1[NH:8][C:9](=[O:26])[CH2:10][CH2:11][CH2:12][CH2:13][CH2:14][N:15]1[CH2:23][C:22]2[C:17](=[CH:18][CH:19]=[CH:20][C:21]=2Br)[C:16]1=[O:25].[N:27]1[CH:32]=[CH:31][CH:30]=[C:29](B(O)O)[CH:28]=1. No catalyst specified. The product is [NH2:1][C:2]1[CH:7]=[CH:6][CH:5]=[CH:4][C:3]=1[NH:8][C:9](=[O:26])[CH2:10][CH2:11][CH2:12][CH2:13][CH2:14][N:15]1[CH2:23][C:22]2[C:17](=[CH:18][CH:19]=[CH:20][C:21]=2[C:29]2[CH:28]=[N:27][CH:32]=[CH:31][CH:30]=2)[C:16]1=[O:25]. The yield is 0.940. (4) The product is [Cl:15][C:16]1[CH:21]=[CH:20][CH:19]=[CH:18][C:17]=1[C:22]1[N:26]2[CH:27]=[C:28]([O:14][C@H:7]3[C:8]4[C:13](=[CH:12][CH:11]=[CH:10][CH:9]=4)[C@@H:4]([NH2:3])[CH2:5][CH2:6]3)[CH:29]=[CH:30][C:25]2=[N:24][N:23]=1. The catalyst is CN(C=O)C. The reactants are [H-].[Na+].[NH2:3][C@@H:4]1[C:13]2[C:8](=[CH:9][CH:10]=[CH:11][CH:12]=2)[C@H:7]([OH:14])[CH2:6][CH2:5]1.[Cl:15][C:16]1[CH:21]=[CH:20][CH:19]=[CH:18][C:17]=1[C:22]1[N:26]2[CH:27]=[C:28](F)[CH:29]=[CH:30][C:25]2=[N:24][N:23]=1. The yield is 0.520. (5) The product is [C:1]([O:5][C:6]([N:8]1[CH2:13][CH2:12][CH:11]([S:14]([C:17]2[CH:22]=[CH:21][C:20]([NH:27][C:24](=[O:26])[CH3:25])=[CH:19][CH:18]=2)(=[O:16])=[O:15])[CH2:10][CH2:9]1)=[O:7])([CH3:4])([CH3:3])[CH3:2]. The catalyst is O1CCOCC1.C1C=CC(/C=C/C(/C=C/C2C=CC=CC=2)=O)=CC=1.C1C=CC(/C=C/C(/C=C/C2C=CC=CC=2)=O)=CC=1.C1C=CC(/C=C/C(/C=C/C2C=CC=CC=2)=O)=CC=1.[Pd].[Pd]. The reactants are [C:1]([O:5][C:6]([N:8]1[CH2:13][CH2:12][CH:11]([S:14]([C:17]2[CH:22]=[CH:21][C:20](Br)=[CH:19][CH:18]=2)(=[O:16])=[O:15])[CH2:10][CH2:9]1)=[O:7])([CH3:4])([CH3:3])[CH3:2].[C:24]([NH2:27])(=[O:26])[CH3:25].CC1(C)C2C(=C(P(C3C=CC=CC=3)C3C=CC=CC=3)C=CC=2)OC2C(P(C3C=CC=CC=3)C3C=CC=CC=3)=CC=CC1=2.C(=O)([O-])[O-].[Cs+].[Cs+]. The yield is 0.820. (6) The reactants are [CH3:1][O:2][C@H:3]1[C@@H:9]2[O:10][CH2:11][C@@H:12]([OH:13])[C@@H:8]2[O:7][C@@H:4]1[O:5][CH3:6].N1C=CC=CC=1.[CH3:20][S:21](Cl)(=[O:23])=[O:22]. The catalyst is ClCCl. The product is [CH3:1][O:2][C@H:3]1[C@@H:9]2[O:10][CH2:11][C@H:12]([O:13][S:21]([CH3:20])(=[O:23])=[O:22])[C@@H:8]2[O:7][C@@H:4]1[O:5][CH3:6]. The yield is 0.950. (7) The reactants are [CH3:1][CH:2]([CH2:4][C@H:5]([CH2:10][NH2:11])[CH2:6][C:7]([OH:9])=[O:8])[CH3:3].C(N(CC)CC)C.C[Si](C)(C)Cl.C(=O)([O-])OC1C=CC([N+]([O-])=O)=CC=1[CH:35]([O:37][C:38](=[O:42])[CH:39]([CH3:41])[CH3:40])[CH3:36].C(O)(=O)CC(CC(O)=O)([C:49]([OH:51])=[O:50])O. The catalyst is ClCCl. The product is [C:38]([O:37][CH:35]([O:51][C:49]([NH:11][CH2:10][CH:5]([CH2:4][CH:2]([CH3:1])[CH3:3])[CH2:6][C:7]([OH:9])=[O:8])=[O:50])[CH3:36])(=[O:42])[CH:39]([CH3:40])[CH3:41]. The yield is 0.480. (8) The reactants are [H-].[Na+].[Cl:3][C:4]1[C:5]([NH2:10])=[N:6][O:7][C:8]=1[CH3:9].[S:11]1[C:15]2=[N:16][CH:17]=[CH:18][CH:19]=[C:14]2[C:13]([S:20](Cl)(=[O:22])=[O:21])=[CH:12]1. The catalyst is C1COCC1. The product is [Cl:3][C:4]1[C:5]([NH:10][S:20]([C:13]2[C:14]3[C:15](=[N:16][CH:17]=[CH:18][CH:19]=3)[S:11][CH:12]=2)(=[O:22])=[O:21])=[N:6][O:7][C:8]=1[CH3:9]. The yield is 0.470. (9) The reactants are [CH:1]([Si:4]([CH:10]([CH3:12])[CH3:11])([CH:7]([CH3:9])[CH3:8])OC)([CH3:3])[CH3:2].[ClH:13]. No catalyst specified. The product is [CH:1]([Si:4]([CH:10]([CH3:12])[CH3:11])([CH:7]([CH3:9])[CH3:8])[Cl:13])([CH3:3])[CH3:2]. The yield is 0.990. (10) The catalyst is N1C=CC=CC=1. The yield is 0.930. The reactants are [F:1][C:2]1[N:7]=[C:6]([NH2:8])[CH:5]=[CH:4][CH:3]=1.[CH3:9][C:10]([CH3:15])([CH3:14])[C:11](Cl)=[O:12]. The product is [F:1][C:2]1[N:7]=[C:6]([NH:8][C:11](=[O:12])[C:10]([CH3:15])([CH3:14])[CH3:9])[CH:5]=[CH:4][CH:3]=1.